Task: Predict the reactants needed to synthesize the given product.. Dataset: Full USPTO retrosynthesis dataset with 1.9M reactions from patents (1976-2016) (1) Given the product [CH2:9]([C:11]1[CH:17]=[CH:16][C:14]([NH:15][C:2]2[C:7]([NH:15][C:14]3[CH:16]=[CH:17][C:11]([CH2:9][CH3:10])=[CH:12][CH:13]=3)=[N:6][CH:5]=[CH:4][N:3]=2)=[CH:13][CH:12]=1)[CH3:10], predict the reactants needed to synthesize it. The reactants are: Cl[C:2]1[C:7](Cl)=[N:6][CH:5]=[CH:4][N:3]=1.[CH2:9]([C:11]1[CH:17]=[CH:16][C:14]([NH2:15])=[CH:13][CH:12]=1)[CH3:10]. (2) Given the product [Na+:51].[C:37]([C:33]1[CH:32]=[C:31]([CH:36]=[CH:35][CH:34]=1)[CH2:30][NH:29][C:28]([C:12]1[N:11]([CH:40]([CH3:42])[CH3:41])[C:10]([CH2:9][CH2:8][C@@H:7]([OH:43])[CH2:6][C@@H:5]([OH:44])[CH2:4][C:3]([O-:45])=[O:2])=[C:14]([C:15]2[CH:16]=[CH:17][C:18]([F:21])=[CH:19][CH:20]=2)[C:13]=1[C:22]1[CH:27]=[CH:26][CH:25]=[CH:24][CH:23]=1)=[O:39])#[N:38], predict the reactants needed to synthesize it. The reactants are: C[O:2][C:3](=[O:45])[CH2:4][C@H:5]([OH:44])[CH2:6][C@H:7]([OH:43])[CH2:8][CH2:9][C:10]1[N:11]([CH:40]([CH3:42])[CH3:41])[C:12]([C:28](=[O:39])[NH:29][CH2:30][C:31]2[CH:36]=[CH:35][CH:34]=[C:33]([C:37]#[N:38])[CH:32]=2)=[C:13]([C:22]2[CH:27]=[CH:26][CH:25]=[CH:24][CH:23]=2)[C:14]=1[C:15]1[CH:20]=[CH:19][C:18]([F:21])=[CH:17][CH:16]=1.C(O)C.O.[OH-].[Na+:51].